From a dataset of Caco-2 cell permeability data measuring drug intestinal absorption for ~900 compounds. Regression/Classification. Given a drug SMILES string, predict its absorption, distribution, metabolism, or excretion properties. Task type varies by dataset: regression for continuous measurements (e.g., permeability, clearance, half-life) or binary classification for categorical outcomes (e.g., BBB penetration, CYP inhibition). For this dataset (caco2_wang), we predict Y. (1) The drug is N=C(N)c1cccc(CC(CC(=O)N2CCNCC2)NS(=O)(=O)c2ccc3ccccc3c2)c1. The Y is -7.03 log Papp (cm/s). (2) The drug is COc1ccc2c(O[C@@H]3C[C@H]4C(=O)N[C@]5(C(=O)NS(=O)(=O)C6CC6)C[C@H]5/C=C\CCCCN(C)C(=O)[C@@H]4C3)cc(-c3nc(C(C)C)cs3)nc2c1C. The Y is -5.08 log Papp (cm/s). (3) The drug is COc1ccc2c(O[C@@H]3C[C@H]4C(=O)N[C@]5(C(=O)NS(=O)(=O)C6CC6)C[C@H]5/C=C\CCCCN(C)C(=O)[C@@H]4C3)nc(-c3ccccc3)nc2c1C. The Y is -4.89 log Papp (cm/s). (4) The compound is COC(=O)c1c(F)cc(Cl)cc1-c1ccc([C@@H](C)NC(=O)C2(NC(=O)C(F)(F)F)CC2)c(F)c1. The Y is -4.57 log Papp (cm/s).